Predict which catalyst facilitates the given reaction. From a dataset of Catalyst prediction with 721,799 reactions and 888 catalyst types from USPTO. (1) Reactant: FC(F)(F)C(O)=O.[CH3:8][N:9]1[C:17]2[C:12](=[N:13][C:14]([C@@H:24]([NH2:26])[CH3:25])=[C:15]([C:18]3[N:22]([CH3:23])[N:21]=[CH:20][CH:19]=3)[CH:16]=2)[CH:11]=[CH:10]1.[Cl:27][C:28]1[C:33]([C:34]#[N:35])=[C:32](Cl)[N:31]=[C:30]([S:37][CH3:38])[N:29]=1.CCN(CC)CC. Product: [Cl:27][C:28]1[C:33]([C:34]#[N:35])=[C:32]([NH:26][C@H:24]([C:14]2[N:13]=[C:12]3[CH:11]=[CH:10][N:9]([CH3:8])[C:17]3=[CH:16][C:15]=2[C:18]2[N:22]([CH3:23])[N:21]=[CH:20][CH:19]=2)[CH3:25])[N:31]=[C:30]([S:37][CH3:38])[N:29]=1. The catalyst class is: 1. (2) Reactant: [Cl:1][C:2]1[CH:12]=[CH:11][C:5]([CH:6]([OH:10])[C:7]([OH:9])=[O:8])=[CH:4][CH:3]=1.OS(O)(=O)=O.[C:18]1(C)C=CC=C[CH:19]=1. Product: [CH2:18]([O:8][C:7](=[O:9])[CH:6]([C:5]1[CH:11]=[CH:12][C:2]([Cl:1])=[CH:3][CH:4]=1)[OH:10])[CH3:19]. The catalyst class is: 14.